Dataset: Reaction yield outcomes from USPTO patents with 853,638 reactions. Task: Predict the reaction yield, written as a fraction of the theoretical maximum amount of product (1.0 means a 100% yield; for example, 0.34 means a 34% yield). (1) The reactants are [Br:1][C:2]1[S:6][C:5]([NH:7][C:8](=[O:14])[O:9][C:10]([CH3:13])([CH3:12])[CH3:11])=[N:4][CH:3]=1.C(=O)([O-])[O-].[Cs+].[Cs+].[F:21][C:22]([C:25]1[CH:30]=[CH:29][C:28]([C@H:31]([O:46][Si:47]([C:50]([CH3:53])([CH3:52])[CH3:51])([CH3:49])[CH3:48])[C@H:32]2[CH2:36]OS(=O)(=O)[N:33]2[C:39]([O:41][C:42]([CH3:45])([CH3:44])[CH3:43])=[O:40])=[CH:27][CH:26]=1)([F:24])[CH3:23]. The catalyst is C1COCC1. The product is [Br:1][C:2]1[S:6][C:5]([N:7]([CH2:36][C@@H:32]([NH:33][C:39]([O:41][C:42]([CH3:43])([CH3:45])[CH3:44])=[O:40])[C@@H:31]([O:46][Si:47]([C:50]([CH3:51])([CH3:52])[CH3:53])([CH3:49])[CH3:48])[C:28]2[CH:29]=[CH:30][C:25]([C:22]([F:24])([F:21])[CH3:23])=[CH:26][CH:27]=2)[C:8](=[O:14])[O:9][C:10]([CH3:11])([CH3:13])[CH3:12])=[N:4][CH:3]=1. The yield is 0.600. (2) The reactants are [Cl:1][S:2]([OH:5])(=O)=[O:3].[Cl:6][C:7]1[CH:8]=[C:9]2[C:14](=[CH:15][CH:16]=1)[N:13]([C@H:17]([CH3:32])[C:18]([N:20]1[CH2:25][CH2:24][N:23]([C:26]3[CH:31]=[CH:30][CH:29]=[CH:28][CH:27]=3)[CH2:22][CH2:21]1)=[O:19])[CH2:12][CH2:11][CH2:10]2. No catalyst specified. The product is [Cl:6][C:7]1[CH:8]=[C:9]2[C:14](=[CH:15][CH:16]=1)[N:13]([C@H:17]([CH3:32])[C:18]([N:20]1[CH2:21][CH2:22][N:23]([C:26]3[CH:27]=[CH:28][C:29]([S:2]([Cl:1])(=[O:5])=[O:3])=[CH:30][CH:31]=3)[CH2:24][CH2:25]1)=[O:19])[CH2:12][CH2:11][CH2:10]2. The yield is 0.100. (3) The reactants are [C:1]([C:3]1[CH:8]=[CH:7][C:6]([C:9]2([O:12][CH:13]([CH3:15])[CH3:14])[CH2:11][CH2:10]2)=[CH:5][CH:4]=1)#[CH:2].[CH3:16][O:17][C:18](=[O:27])[CH2:19][C:20]1[CH:25]=[CH:24][C:23](I)=[CH:22][CH:21]=1. The catalyst is C(N(CC)CC)C.[Cu]I.Cl[Pd](Cl)([P](C1C=CC=CC=1)(C1C=CC=CC=1)C1C=CC=CC=1)[P](C1C=CC=CC=1)(C1C=CC=CC=1)C1C=CC=CC=1. The product is [CH:13]([O:12][C:9]1([C:6]2[CH:7]=[CH:8][C:3]([C:1]#[C:2][C:23]3[CH:24]=[CH:25][C:20]([CH2:19][C:18]([O:17][CH3:16])=[O:27])=[CH:21][CH:22]=3)=[CH:4][CH:5]=2)[CH2:10][CH2:11]1)([CH3:15])[CH3:14]. The yield is 0.700. (4) The reactants are Br[C:2]1[CH:7]=[CH:6][C:5]([C:8]2[CH:13]=[CH:12][CH:11]=[CH:10][CH:9]=2)=[CH:4][CH:3]=1.BrC1C=CC=CC=1C1C=CC=CC=1.[C:27](=[NH:40])([C:34]1[CH:39]=[CH:38][CH:37]=[CH:36][CH:35]=1)[C:28]1[CH:33]=[CH:32][CH:31]=[CH:30][CH:29]=1.CC(C)([O-])C.[Na+].C1(C(C2C=CC=CC=2)=C(P(C2CCCCC2)C2CCCCC2)C)C=CC=CC=1.[Cl-].[NH4+]. The catalyst is C([O-])(=O)C.[Pd+2].C([O-])(=O)C.C1(C)C=CC=CC=1. The product is [C:34]1([C:27]([C:28]2[CH:29]=[CH:30][CH:31]=[CH:32][CH:33]=2)=[N:40][C:2]2[CH:7]=[CH:6][C:5]([C:8]3[CH:13]=[CH:12][CH:11]=[CH:10][CH:9]=3)=[CH:4][CH:3]=2)[CH:35]=[CH:36][CH:37]=[CH:38][CH:39]=1. The yield is 0.610. (5) The reactants are [Cl:1][C:2]1[CH:3]=[CH:4][C:5]([F:18])=[C:6]([C:8]2[N:9]=[C:10](I)[C:11]3[CH2:16][O:15][CH2:14][C:12]=3[N:13]=2)[CH:7]=1.C1C=CC(P(C2C(C3C(P(C4C=CC=CC=4)C4C=CC=CC=4)=CC=C4C=3C=CC=C4)=C3C(C=CC=C3)=CC=2)C2C=CC=CC=2)=CC=1.[NH2:65][C:66]1[CH:71]=[CH:70][N:69]=[CH:68][C:67]=1[CH3:72].C([O-])([O-])=O.[Cs+].[Cs+]. The catalyst is O1CCOCC1.CC([O-])=O.CC([O-])=O.[Pd+2]. The product is [Cl:1][C:2]1[CH:3]=[CH:4][C:5]([F:18])=[C:6]([C:8]2[N:9]=[C:10]([NH:65][C:66]3[CH:71]=[CH:70][N:69]=[CH:68][C:67]=3[CH3:72])[C:11]3[CH2:16][O:15][CH2:14][C:12]=3[N:13]=2)[CH:7]=1. The yield is 0.260.